Dataset: Full USPTO retrosynthesis dataset with 1.9M reactions from patents (1976-2016). Task: Predict the reactants needed to synthesize the given product. (1) Given the product [C:1]([S:9][CH2:13][CH2:14][CH2:15][Si:16]([O:17][CH2:18][CH3:19])([O:23][CH2:24][CH3:25])[O:20][CH2:21][CH3:22])(=[O:10])[CH2:2][CH2:3][CH2:4][CH2:5][CH2:6][CH2:7][CH3:8], predict the reactants needed to synthesize it. The reactants are: [C:1]([O-:10])(=[S:9])[CH2:2][CH2:3][CH2:4][CH2:5][CH2:6][CH2:7][CH3:8].[Na+].Cl[CH2:13][CH2:14][CH2:15][Si:16]([O:23][CH2:24][CH3:25])([O:20][CH2:21][CH3:22])[O:17][CH2:18][CH3:19]. (2) Given the product [CH2:1]([C:8]1([OH:26])[CH2:9][CH2:10][N:11]([C:14]([C:16]2[C:24]3[C:19](=[CH:20][CH:21]=[CH:22][CH:23]=3)[N:18]([CH2:30][C:31]3[CH:36]=[CH:35][CH:34]=[CH:33][C:32]=3[Cl:37])[C:17]=2[CH3:25])=[O:15])[CH2:12][CH2:13]1)[C:2]1[CH:3]=[CH:4][CH:5]=[CH:6][CH:7]=1, predict the reactants needed to synthesize it. The reactants are: [CH2:1]([C:8]1([OH:26])[CH2:13][CH2:12][N:11]([C:14]([C:16]2[C:24]3[C:19](=[CH:20][CH:21]=[CH:22][CH:23]=3)[NH:18][C:17]=2[CH3:25])=[O:15])[CH2:10][CH2:9]1)[C:2]1[CH:7]=[CH:6][CH:5]=[CH:4][CH:3]=1.[H-].[Na+].Br[CH2:30][C:31]1[CH:36]=[CH:35][CH:34]=[CH:33][C:32]=1[Cl:37]. (3) Given the product [CH3:22][N:23]([CH2:34][CH:39]1[CH2:35][CH2:36][N:37]([CH3:40])[CH2:38]1)[C:24]1[O:25][C:26]2[CH:32]=[CH:31][C:30]([NH:33][C:17](=[O:19])[CH:16]=[CH:15][C:12]3[CH:11]=[CH:10][C:9]([C:8]([F:7])([F:21])[F:20])=[CH:14][CH:13]=3)=[CH:29][C:27]=2[N:28]=1, predict the reactants needed to synthesize it. The reactants are: C(Cl)(=O)C(Cl)=O.[F:7][C:8]([F:21])([F:20])[C:9]1[CH:14]=[CH:13][C:12]([CH:15]=[CH:16][C:17]([OH:19])=O)=[CH:11][CH:10]=1.[CH3:22][N:23]([CH:34]1[CH2:39][CH2:38][N:37]([CH3:40])[CH2:36][CH2:35]1)[C:24]1[O:25][C:26]2[CH:32]=[CH:31][C:30]([NH2:33])=[CH:29][C:27]=2[N:28]=1.N1C=CC=CC=1. (4) Given the product [ClH:3].[CH2:4]([NH:11][C@H:12]1[CH2:17][CH2:16][NH:15][CH2:14][C@H:13]1[F:25])[C:5]1[CH:6]=[CH:7][CH:8]=[CH:9][CH:10]=1, predict the reactants needed to synthesize it. The reactants are: CO.[ClH:3].[CH2:4]([NH:11][C@H:12]1[CH2:17][CH2:16][N:15](C(OC(C)(C)C)=O)[CH2:14][C@H:13]1[F:25])[C:5]1[CH:10]=[CH:9][CH:8]=[CH:7][CH:6]=1.